From a dataset of Full USPTO retrosynthesis dataset with 1.9M reactions from patents (1976-2016). Predict the reactants needed to synthesize the given product. (1) Given the product [CH3:7][O:8][C:9]1[CH:47]=[CH:46][C:12]([C:13]([O:28][CH2:29][C@H:30]2[O:34][C@@H:33]([C:35]3[C:41](=[O:42])[NH:40][C:38](=[O:39])[N:37]([CH3:43])[CH:36]=3)[C@H:32]([O:44][Si:48]([C:51]([CH3:54])([CH3:53])[CH3:52])([CH3:50])[CH3:49])[C@@H:31]2[OH:45])([C:22]2[CH:23]=[CH:24][CH:25]=[CH:26][CH:27]=2)[C:14]2[CH:19]=[CH:18][C:17]([O:20][CH3:21])=[CH:16][CH:15]=2)=[CH:11][CH:10]=1.[CH3:7][O:8][C:9]1[CH:47]=[CH:46][C:12]([C:13]([O:28][CH2:29][C@H:30]2[O:34][C@@H:33]([C:35]3[C:41](=[O:42])[NH:40][C:38](=[O:39])[N:37]([CH3:43])[CH:36]=3)[C@H:32]([OH:44])[C@@H:31]2[O:45][Si:48]([C:51]([CH3:54])([CH3:53])[CH3:52])([CH3:50])[CH3:49])([C:22]2[CH:23]=[CH:24][CH:25]=[CH:26][CH:27]=2)[C:14]2[CH:19]=[CH:18][C:17]([O:20][CH3:21])=[CH:16][CH:15]=2)=[CH:11][CH:10]=1, predict the reactants needed to synthesize it. The reactants are: N1C=CC=CC=1.[CH3:7][O:8][C:9]1[CH:47]=[CH:46][C:12]([C:13]([O:28][CH2:29][C@H:30]2[O:34][C@@H:33]([C:35]3[C:41](=[O:42])[NH:40][C:38](=[O:39])[N:37]([CH3:43])[CH:36]=3)[C@H:32]([OH:44])[C@@H:31]2[OH:45])([C:22]2[CH:27]=[CH:26][CH:25]=[CH:24][CH:23]=2)[C:14]2[CH:19]=[CH:18][C:17]([O:20][CH3:21])=[CH:16][CH:15]=2)=[CH:11][CH:10]=1.[Si:48](Cl)([C:51]([CH3:54])([CH3:53])[CH3:52])([CH3:50])[CH3:49]. (2) Given the product [CH2:21]([O:23][C:24](=[O:33])[CH2:25][S:26][C:27]1[S:31][C:30]([NH:32][C:8](=[O:10])[CH:7]([C:11]2[CH:16]=[CH:15][C:14]([S:17]([CH3:20])(=[O:19])=[O:18])=[CH:13][CH:12]=2)[CH2:6][CH:1]2[CH2:2][CH2:3][CH2:4][CH2:5]2)=[N:29][CH:28]=1)[CH3:22], predict the reactants needed to synthesize it. The reactants are: [CH:1]1([CH2:6][CH:7]([C:11]2[CH:16]=[CH:15][C:14]([S:17]([CH3:20])(=[O:19])=[O:18])=[CH:13][CH:12]=2)[C:8]([OH:10])=O)[CH2:5][CH2:4][CH2:3][CH2:2]1.[CH2:21]([O:23][C:24](=[O:33])[CH2:25][S:26][C:27]1[S:31][C:30]([NH2:32])=[N:29][CH:28]=1)[CH3:22]. (3) Given the product [Br:24][C:20]1[N:19]=[C:18]([CH2:17][N:8]2[C:9]3[C:14](=[CH:13][CH:12]=[CH:11][CH:10]=3)[C:15](=[O:16])[C:6]([C:4]([C:7]3[C:6]([CH3:4])=[CH:15][CH:14]=[CH:9][N:8]=3)=[O:5])=[CH:7]2)[CH:23]=[CH:22][CH:21]=1, predict the reactants needed to synthesize it. The reactants are: CON(C)[C:4]([C:6]1[C:15](=[O:16])[C:14]2[C:9](=[CH:10][CH:11]=[CH:12][CH:13]=2)[N:8]([CH2:17][C:18]2[CH:23]=[CH:22][CH:21]=[C:20]([Br:24])[N:19]=2)[CH:7]=1)=[O:5]. (4) Given the product [Br:3][C:4]1[CH:14]=[CH:13][C:7]2[O:8][CH2:9][C:10](=[O:12])[N:11]([CH3:15])[C:6]=2[CH:5]=1, predict the reactants needed to synthesize it. The reactants are: [H-].[Na+].[Br:3][C:4]1[CH:14]=[CH:13][C:7]2[O:8][CH2:9][C:10](=[O:12])[NH:11][C:6]=2[CH:5]=1.[CH3:15]I. (5) Given the product [Cl:2][C:3]1[CH:11]=[C:10]2[C:6]([C:7]([C:12]([OH:14])=[O:13])=[CH:8][NH:9]2)=[CH:5][C:4]=1[C:16]1[CH:21]=[CH:20][C:19]([O:22][CH2:23][C@@H:24]2[CH2:28][CH2:27][CH2:26][NH:25]2)=[C:18]([O:29][CH3:30])[CH:17]=1, predict the reactants needed to synthesize it. The reactants are: Cl.[Cl:2][C:3]1[CH:11]=[C:10]2[C:6]([C:7]([C:12]([O:14]C)=[O:13])=[CH:8][NH:9]2)=[CH:5][C:4]=1[C:16]1[CH:21]=[CH:20][C:19]([O:22][CH2:23][C@@H:24]2[CH2:28][CH2:27][CH2:26][NH:25]2)=[C:18]([O:29][CH3:30])[CH:17]=1.O1CCCC1.[OH-].[Na+].